This data is from Reaction yield outcomes from USPTO patents with 853,638 reactions. The task is: Predict the reaction yield, written as a fraction of the theoretical maximum amount of product (1.0 means a 100% yield; for example, 0.34 means a 34% yield). (1) The reactants are [CH2:1]([NH:8][C:9](=[O:24])[C@H:10]([NH:16][C:17](=O)[O:18]C(C)(C)C)[CH2:11][O:12][CH:13]([F:15])[F:14])[C:2]1[CH:7]=[CH:6][CH:5]=[CH:4][CH:3]=1.F[C:26](F)(F)C(O)=O. The catalyst is ClCCl. The product is [C:17]([NH:16][C@H:10]([CH2:11][O:12][CH:13]([F:15])[F:14])[C:9]([NH:8][CH2:1][C:2]1[CH:7]=[CH:6][CH:5]=[CH:4][CH:3]=1)=[O:24])(=[O:18])[CH3:26]. The yield is 0.772. (2) The reactants are [Cl:1][C:2]1[CH:3]=[C:4]([C:10]2([C:30]([F:33])([F:32])[F:31])[CH2:14][CH2:13][N:12]([C:15]3[N:20]=[C:19]([C:21]([F:24])([F:23])[F:22])[C:18]([C:25]([O:27]CC)=[O:26])=[CH:17][N:16]=3)[CH2:11]2)[CH:5]=[C:6]([Cl:9])[C:7]=1[Cl:8].[OH-].[Na+].Cl. The catalyst is O1CCOCC1. The product is [Cl:9][C:6]1[CH:5]=[C:4]([C:10]2([C:30]([F:33])([F:31])[F:32])[CH2:14][CH2:13][N:12]([C:15]3[N:20]=[C:19]([C:21]([F:24])([F:22])[F:23])[C:18]([C:25]([OH:27])=[O:26])=[CH:17][N:16]=3)[CH2:11]2)[CH:3]=[C:2]([Cl:1])[C:7]=1[Cl:8]. The yield is 0.920.